This data is from Full USPTO retrosynthesis dataset with 1.9M reactions from patents (1976-2016). The task is: Predict the reactants needed to synthesize the given product. (1) Given the product [CH:10]1([CH2:9][NH:8][C:6](=[O:7])[C:5]2[C:16]([CH:18]([CH3:20])[CH3:19])=[CH:17][C:2]([NH:24][C:23]3[CH:25]=[CH:26][C:27]([Cl:29])=[CH:28][C:22]=3[Cl:21])=[N:3][CH:4]=2)[CH2:15][CH2:14][CH2:13][CH2:12][CH2:11]1, predict the reactants needed to synthesize it. The reactants are: Cl[C:2]1[CH:17]=[C:16]([CH:18]([CH3:20])[CH3:19])[C:5]([C:6]([NH:8][CH2:9][CH:10]2[CH2:15][CH2:14][CH2:13][CH2:12][CH2:11]2)=[O:7])=[CH:4][N:3]=1.[Cl:21][C:22]1[CH:28]=[C:27]([Cl:29])[CH:26]=[CH:25][C:23]=1[NH2:24].CC(C)([O-])C.[Na+].C1(P(C2CCCCC2)C2C=CC=CC=2C2C=CC=CC=2)CCCCC1. (2) Given the product [OH:3][C:4]1[CH:5]=[CH:6][N:7]=[C:8]2[C:13]=1[N:12]([CH3:14])[C:11](=[O:15])[CH:10]=[CH:9]2, predict the reactants needed to synthesize it. The reactants are: C[Si]1(C)[CH2:14][N:12]2[C:13]3[C:4](=[CH:5][CH:6]=[N:7][C:8]=3[CH:9]=[CH:10][C:11]2=[O:15])[O:3]1.CO.[F-].[Cs+]. (3) Given the product [CH3:24][N:25]1[C:26](=[O:58])[C:27]([NH:40][C:41]2[CH:46]=[CH:45][C:44]([N:47]3[CH2:52][CH2:51][N:50]([CH:53]4[CH2:54][O:55][CH2:56]4)[CH2:49][C@@H:48]3[CH3:57])=[CH:43][N:42]=2)=[CH:28][C:29]([C:2]2[CH:9]=[CH:8][CH:7]=[C:6]([N:10]3[C:22](=[O:23])[C:21]4[S:20][C:19]5[CH2:18][CH2:17][CH2:16][CH2:15][C:14]=5[C:13]=4[CH:12]=[N:11]3)[C:3]=2[CH:4]=[O:5])=[CH:30]1, predict the reactants needed to synthesize it. The reactants are: Br[C:2]1[CH:9]=[CH:8][CH:7]=[C:6]([N:10]2[C:22](=[O:23])[C:21]3[S:20][C:19]4[CH2:18][CH2:17][CH2:16][CH2:15][C:14]=4[C:13]=3[CH:12]=[N:11]2)[C:3]=1[CH:4]=[O:5].[CH3:24][N:25]1[CH:30]=[C:29](B2OC(C)(C)C(C)(C)O2)[CH:28]=[C:27]([NH:40][C:41]2[CH:46]=[CH:45][C:44]([N:47]3[CH2:52][CH2:51][N:50]([CH:53]4[CH2:56][O:55][CH2:54]4)[CH2:49][C@@H:48]3[CH3:57])=[CH:43][N:42]=2)[C:26]1=[O:58].C([O-])(=O)C.[Na+].[O-]P([O-])([O-])=O.[K+].[K+].[K+]. (4) Given the product [CH3:3][O:4][C:5]1[CH:6]=[C:7]2[C:8](=[CH:9][CH:10]=1)[N:11]=[C:14]([OH:15])[C:13]([OH:17])=[N:12]2, predict the reactants needed to synthesize it. The reactants are: Cl.Cl.[CH3:3][O:4][C:5]1[CH:10]=[CH:9][C:8]([NH2:11])=[C:7]([NH2:12])[CH:6]=1.[C:13](O)(=[O:17])[C:14](O)=[O:15].Cl. (5) Given the product [C:1]([O:5][C:6](=[O:19])[NH:7][C:8]1[CH:13]=[CH:12][C:11]([C:14]#[C:15][C:21]2[CH:26]=[CH:25][CH:24]=[CH:23][N:22]=2)=[CH:10][C:9]=1[N+:16]([O-:18])=[O:17])([CH3:4])([CH3:2])[CH3:3], predict the reactants needed to synthesize it. The reactants are: [C:1]([O:5][C:6](=[O:19])[NH:7][C:8]1[CH:13]=[CH:12][C:11]([C:14]#[CH:15])=[CH:10][C:9]=1[N+:16]([O-:18])=[O:17])([CH3:4])([CH3:3])[CH3:2].Br[C:21]1[CH:26]=[CH:25][CH:24]=[CH:23][N:22]=1. (6) Given the product [CH2:1]([O:3][C:4](=[O:16])[CH2:5][N:6]1[C:14]2[C:9](=[CH:10][CH:11]=[C:12]([O:15][CH2:29][CH2:28][CH2:27][C:26]#[C:25][C:21]3[CH:22]=[CH:23][CH:24]=[C:19]([C:18]([F:17])([F:31])[F:32])[CH:20]=3)[CH:13]=2)[CH:8]=[CH:7]1)[CH3:2], predict the reactants needed to synthesize it. The reactants are: [CH2:1]([O:3][C:4](=[O:16])[CH2:5][N:6]1[C:14]2[C:9](=[CH:10][CH:11]=[C:12]([OH:15])[CH:13]=2)[CH:8]=[CH:7]1)[CH3:2].[F:17][C:18]([F:32])([F:31])[C:19]1[CH:20]=[C:21]([C:25]#[C:26][CH2:27][CH2:28][CH2:29]O)[CH:22]=[CH:23][CH:24]=1.CN(C)C(N=NC(N(C)C)=O)=O.C(P(CCCC)CCCC)CCC. (7) The reactants are: [CH3:1][O:2][C:3](=[O:16])[CH2:4][NH:5][CH2:6][C:7]1[CH:12]=[CH:11][CH:10]=[CH:9][C:8]=1[N+:13]([O-:15])=[O:14].[C:17](O[C:17]([O:19][C:20]([CH3:23])([CH3:22])[CH3:21])=[O:18])([O:19][C:20]([CH3:23])([CH3:22])[CH3:21])=[O:18]. Given the product [CH3:1][O:2][C:3](=[O:16])[CH2:4][N:5]([C:17]([O:19][C:20]([CH3:23])([CH3:22])[CH3:21])=[O:18])[CH2:6][C:7]1[CH:12]=[CH:11][CH:10]=[CH:9][C:8]=1[N+:13]([O-:15])=[O:14], predict the reactants needed to synthesize it. (8) Given the product [CH3:1][C:2]1([CH3:14])[C:6]([CH3:7])([CH3:8])[O:5][B:4]([C:9]2[CH:13]=[N:12][N:11]([CH:16]([CH3:19])[C:17]#[N:18])[CH:10]=2)[O:3]1, predict the reactants needed to synthesize it. The reactants are: [CH3:1][C:2]1([CH3:14])[C:6]([CH3:8])([CH3:7])[O:5][B:4]([C:9]2[CH:10]=[N:11][NH:12][CH:13]=2)[O:3]1.Cl[CH:16]([CH3:19])[C:17]#[N:18].C(=O)([O-])[O-].[Cs+].[Cs+].